From a dataset of Peptide-MHC class II binding affinity with 134,281 pairs from IEDB. Regression. Given a peptide amino acid sequence and an MHC pseudo amino acid sequence, predict their binding affinity value. This is MHC class II binding data. The peptide sequence is AGALEVHAVKPVTEE. The MHC is HLA-DPA10103-DPB10301 with pseudo-sequence HLA-DPA10103-DPB10301. The binding affinity (normalized) is 0.155.